The task is: Predict the product of the given reaction.. This data is from Forward reaction prediction with 1.9M reactions from USPTO patents (1976-2016). (1) Given the reactants [CH2:1]([N:8]([CH2:17][C:18]1[CH:23]=[CH:22][CH:21]=[CH:20][CH:19]=1)[C:9]1[CH:14]=[CH:13][CH:12]=[C:11]([NH2:15])[C:10]=1[CH3:16])[C:2]1[CH:7]=[CH:6][CH:5]=[CH:4][CH:3]=1.[CH3:24][N:25]([CH3:30])[S:26](Cl)(=[O:28])=[O:27], predict the reaction product. The product is: [CH2:17]([N:8]([CH2:1][C:2]1[CH:3]=[CH:4][CH:5]=[CH:6][CH:7]=1)[C:9]1[C:10]([CH3:16])=[C:11]([NH:15][S:26]([N:25]([CH3:30])[CH3:24])(=[O:28])=[O:27])[CH:12]=[CH:13][CH:14]=1)[C:18]1[CH:23]=[CH:22][CH:21]=[CH:20][CH:19]=1. (2) Given the reactants [S:1]1[CH:5]=[CH:4][CH:3]=[C:2]1[S:6]([NH:9][C:10]1[CH:11]=[CH:12][CH:13]=[C:14]2[C:18]=1[NH:17][C:16]([C:19]([OH:21])=O)=[CH:15]2)(=[O:8])=[O:7].[CH2:22]([NH:29][CH2:30][C:31]1[CH:36]=[CH:35][CH:34]=[CH:33][CH:32]=1)[C:23]1[CH:28]=[CH:27][CH:26]=[CH:25][CH:24]=1.N1(O)C2C=CC=CC=2N=N1.Cl.CN(C)CCCN=C=NCC, predict the reaction product. The product is: [CH2:30]([N:29]([CH2:22][C:23]1[CH:28]=[CH:27][CH:26]=[CH:25][CH:24]=1)[C:19]([C:16]1[NH:17][C:18]2[C:14]([CH:15]=1)=[CH:13][CH:12]=[CH:11][C:10]=2[NH:9][S:6]([C:2]1[S:1][CH:5]=[CH:4][CH:3]=1)(=[O:7])=[O:8])=[O:21])[C:31]1[CH:36]=[CH:35][CH:34]=[CH:33][CH:32]=1. (3) The product is: [CH3:18][C:19]([NH:20][C:15]([C:7]1[CH:6]=[CH:5][C:4]([CH:1]2[CH2:2][CH2:3]2)=[C:9]([O:10][CH2:11][CH:12]2[CH2:13][CH2:14]2)[N:8]=1)=[O:17])([C:21]1[S:22][CH:23]=[CH:24][N:25]=1)[CH3:26]. Given the reactants [CH:1]1([C:4]2[CH:5]=[CH:6][C:7]([C:15]([OH:17])=O)=[N:8][C:9]=2[O:10][CH2:11][CH:12]2[CH2:14][CH2:13]2)[CH2:3][CH2:2]1.[CH3:18][C:19]([CH3:26])([C:21]1[S:22][CH:23]=[CH:24][N:25]=1)[NH2:20], predict the reaction product. (4) Given the reactants [CH:1]1[C:9]2[C:8]3[CH:10]=[CH:11][CH:12]=[CH:13][C:7]=3[S:6][C:5]=2[CH:4]=[C:3]([S:14]([Cl:17])(=[O:16])=[O:15])[CH:2]=1.[Br:18]Br, predict the reaction product. The product is: [Br:18][C:11]1[CH:12]=[CH:13][C:7]2[S:6][C:5]3[CH:4]=[C:3]([S:14]([Cl:17])(=[O:16])=[O:15])[CH:2]=[CH:1][C:9]=3[C:8]=2[CH:10]=1. (5) Given the reactants [CH3:1][NH:2][C@H:3]([C:11]([OH:13])=[O:12])[CH2:4][C:5]1[CH:10]=[CH:9][CH:8]=[CH:7][CH:6]=1.Cl.[N:15]([O-:17])=[O:16].[Na+], predict the reaction product. The product is: [N+:15]([N:2]([CH3:1])[C@H:3]([C:11]([OH:13])=[O:12])[CH2:4][C:5]1[CH:6]=[CH:7][CH:8]=[CH:9][CH:10]=1)([O-:17])=[O:16]. (6) Given the reactants [NH2:1][C@@H:2]1[C:7]([F:9])([F:8])[CH2:6][CH2:5][CH2:4][C@@H:3]1[NH:10]C(=O)OC(C)(C)C.[C:18]([OH:24])([C:20]([F:23])([F:22])[F:21])=[O:19], predict the reaction product. The product is: [OH:24][C:18]([C:20]([F:23])([F:22])[F:21])=[O:19].[OH:24][C:18]([C:20]([F:23])([F:22])[F:21])=[O:19].[F:8][C:7]1([F:9])[CH2:6][CH2:5][CH2:4][C@H:3]([NH2:10])[C@@H:2]1[NH2:1]. (7) The product is: [C:12]12([CH2:22][O:23][C:24]3[C:31]([Cl:32])=[CH:30][C:4]4[C:3]([NH2:35])=[N:2][O:1][C:26]=4[CH:25]=3)[CH2:21][CH:16]3[CH2:15][CH:14]([CH2:20][CH:18]([CH2:17]3)[CH2:19]1)[CH2:13]2. Given the reactants [OH:1][NH:2][C:3](=O)[CH3:4].CC(C)([O-])C.[K+].[C:12]12([CH2:22][O:23][C:24]3[C:31]([Cl:32])=[CH:30]C(C#N)=[C:26](F)[CH:25]=3)[CH2:21][CH:16]3[CH2:17][CH:18]([CH2:20][CH:14]([CH2:15]3)[CH2:13]1)[CH2:19]2.C[N:35](C=O)C, predict the reaction product.